This data is from Full USPTO retrosynthesis dataset with 1.9M reactions from patents (1976-2016). The task is: Predict the reactants needed to synthesize the given product. (1) Given the product [NH2:1][C:2]1[C:3]([F:23])=[CH:4][C:5]([Cl:22])=[C:6]([C:8]2[C:9](=[O:21])[N:10]([CH2:19][CH3:20])[C:11]3[C:16]([CH:17]=2)=[CH:15][N:14]=[C:13]([NH:30][CH:27]2[CH2:28][CH2:29][N:25]([CH3:24])[CH2:26]2)[CH:12]=3)[CH:7]=1, predict the reactants needed to synthesize it. The reactants are: [NH2:1][C:2]1[C:3]([F:23])=[CH:4][C:5]([Cl:22])=[C:6]([C:8]2[C:9](=[O:21])[N:10]([CH2:19][CH3:20])[C:11]3[C:16]([CH:17]=2)=[CH:15][N:14]=[C:13](Cl)[CH:12]=3)[CH:7]=1.[CH3:24][N:25]1[CH2:29][CH2:28][CH:27]([NH2:30])[CH2:26]1.C1CCN2C(=NCCC2)CC1. (2) Given the product [F:34][C:20]1[C:19]([C:9]2[N:10]=[C:11]([CH:13]3[CH2:18][CH2:17][O:16][CH2:15][CH2:14]3)[S:12][C:8]=2[C:6]2[CH:5]=[CH:4][N:3]=[C:2]([NH:35][CH:36]3[CH2:41][CH2:40][O:39][CH2:38][CH2:37]3)[N:7]=2)=[CH:24][CH:23]=[CH:22][C:21]=1[NH:25][S:26]([C:29]1[CH:33]=[CH:32][O:31][CH:30]=1)(=[O:28])=[O:27], predict the reactants needed to synthesize it. The reactants are: Cl[C:2]1[N:7]=[C:6]([C:8]2[S:12][C:11]([CH:13]3[CH2:18][CH2:17][O:16][CH2:15][CH2:14]3)=[N:10][C:9]=2[C:19]2[C:20]([F:34])=[C:21]([NH:25][S:26]([C:29]3[CH:33]=[CH:32][O:31][CH:30]=3)(=[O:28])=[O:27])[CH:22]=[CH:23][CH:24]=2)[CH:5]=[CH:4][N:3]=1.[NH2:35][CH:36]1[CH2:41][CH2:40][O:39][CH2:38][CH2:37]1. (3) The reactants are: [NH2:1][C:2]1[N:7]([CH3:8])[C:6](=[O:9])[NH:5][C:4](=[O:10])[CH:3]=1.C(=O)(O)[O-].[Na+].[Br:16]Br. Given the product [NH2:1][C:2]1[N:7]([CH3:8])[C:6](=[O:9])[NH:5][C:4](=[O:10])[C:3]=1[Br:16], predict the reactants needed to synthesize it. (4) The reactants are: C([N:3]([C:9]1[CH:14]=[CH:13][C:12]([F:15])=[CH:11][C:10]=1[N+:16]([O-])=O)[C@H:4]([C:6](O)=[O:7])[CH3:5])C.O.O.[Sn](Cl)Cl.[OH-].[Na+].ClC1C(=O)C(C#N)=C(C#N)C(=O)C=1Cl. Given the product [F:15][C:12]1[CH:11]=[C:10]2[C:9]([N:3]=[C:4]([CH3:5])[C:6](=[O:7])[NH:16]2)=[CH:14][CH:13]=1, predict the reactants needed to synthesize it. (5) Given the product [CH2:1]([C:8]1([N:29]([CH3:31])[CH3:30])[CH2:9][CH2:10][CH:11]([C:14]2[NH:15][C:16]3[C:21]([C:22]=2[CH3:23])=[CH:20][C:19]([O:24][C:25]([F:28])([F:27])[F:26])=[CH:18][CH:17]=3)[CH2:12][CH2:13]1)[C:2]1[CH:7]=[CH:6][CH:5]=[CH:4][CH:3]=1, predict the reactants needed to synthesize it. The reactants are: [CH2:1]([C:8]1([N:29]([CH3:31])[CH3:30])[CH2:13][CH2:12][C:11]([C:14]2[NH:15][C:16]3[C:21]([C:22]=2[CH3:23])=[CH:20][C:19]([O:24][C:25]([F:28])([F:27])[F:26])=[CH:18][CH:17]=3)=[CH:10][CH2:9]1)[C:2]1[CH:7]=[CH:6][CH:5]=[CH:4][CH:3]=1. (6) Given the product [CH2:3]([C:19]1([C:25]([O:27][CH3:28])=[O:26])[CH2:24][CH2:23][CH2:22][CH2:21][CH2:20]1)[C:1]#[CH:2], predict the reactants needed to synthesize it. The reactants are: [CH:1](NC(C)C)([CH3:3])[CH3:2].C([Li])CCC.CCCCCC.[CH:19]1([C:25]([O:27][CH3:28])=[O:26])[CH2:24][CH2:23][CH2:22][CH2:21][CH2:20]1.C(Br)C#C. (7) Given the product [O:1]1[CH:5]=[CH:4][CH:3]=[C:2]1[C:6]1[O:7][C:8]([CH3:36])=[C:9]([CH2:11][O:12][C:13]2[CH:33]=[CH:32][C:16]([CH2:17][O:18][C:19]3[C:23]([C:24]#[N:40])=[CH:22][N:21]([C:26]4[CH:27]=[CH:28][CH:29]=[CH:30][CH:31]=4)[N:20]=3)=[CH:15][C:14]=2[O:34][CH3:35])[N:10]=1, predict the reactants needed to synthesize it. The reactants are: [O:1]1[CH:5]=[CH:4][CH:3]=[C:2]1[C:6]1[O:7][C:8]([CH3:36])=[C:9]([CH2:11][O:12][C:13]2[CH:33]=[CH:32][C:16]([CH2:17][O:18][C:19]3[C:23]([CH:24]=O)=[CH:22][N:21]([C:26]4[CH:31]=[CH:30][CH:29]=[CH:28][CH:27]=4)[N:20]=3)=[CH:15][C:14]=2[O:34][CH3:35])[N:10]=1.Cl.NO.[N:40]1C=CC=CC=1.C(O)C. (8) Given the product [CH3:14][C:12]([CH3:13])([CH3:15])[C@H:11]([N:16]1[C:25]2[C:20](=[CH:21][C:22]([C:26]3[CH:27]=[N:28][C:29]([NH:41][C:42]([NH:44][CH2:45][CH3:46])=[O:43])=[CH:30][C:31]=3[C:32]3[S:33][CH:34]=[C:35]([C:37]([F:39])([F:38])[F:40])[N:36]=3)=[CH:23][CH:24]=2)[C:19](=[O:47])[C:18]([C:48]([OH:50])=[O:49])=[CH:17]1)[CH2:10][O:9][P:6]([OH:7])([OH:8])=[O:5], predict the reactants needed to synthesize it. The reactants are: C([O:5][P:6]([O:9][CH2:10][C@@H:11]([N:16]1[C:25]2[C:20](=[CH:21][C:22]([C:26]3[CH:27]=[N:28][C:29]([NH:41][C:42]([NH:44][CH2:45][CH3:46])=[O:43])=[CH:30][C:31]=3[C:32]3[S:33][CH:34]=[C:35]([C:37]([F:40])([F:39])[F:38])[N:36]=3)=[CH:23][CH:24]=2)[C:19](=[O:47])[C:18]([C:48]([OH:50])=[O:49])=[CH:17]1)[C:12]([CH3:15])([CH3:14])[CH3:13])([OH:8])=[O:7])(C)(C)C.Cl.O1CCOCC1.